Dataset: Peptide-MHC class I binding affinity with 185,985 pairs from IEDB/IMGT. Task: Regression. Given a peptide amino acid sequence and an MHC pseudo amino acid sequence, predict their binding affinity value. This is MHC class I binding data. (1) The peptide sequence is LLNVTYNIK. The MHC is HLA-A03:01 with pseudo-sequence HLA-A03:01. The binding affinity (normalized) is 0.173. (2) The peptide sequence is MTYLDGHPV. The MHC is HLA-B08:01 with pseudo-sequence HLA-B08:01. The binding affinity (normalized) is 0.213.